Dataset: Forward reaction prediction with 1.9M reactions from USPTO patents (1976-2016). Task: Predict the product of the given reaction. (1) The product is: [CH3:1][O:2][C:3](=[O:14])[C:4]1[CH:9]=[CH:8][C:7]([CH2:10][Br:15])=[C:6]([N+:11]([O-:13])=[O:12])[CH:5]=1. Given the reactants [CH3:1][O:2][C:3](=[O:14])[C:4]1[CH:9]=[CH:8][C:7]([CH3:10])=[C:6]([N+:11]([O-:13])=[O:12])[CH:5]=1.[Br:15]N1C(=O)CCC1=O.N(C1(C#N)CCCCC1)=NC1(C#N)CCCCC1, predict the reaction product. (2) Given the reactants [CH2:1]([C@@:4]1([CH3:31])[CH2:9][C@H:8]([C:10]2[CH:15]=[CH:14][CH:13]=[C:12]([Cl:16])[CH:11]=2)[C@@H:7]([C:17]2[CH:22]=[CH:21][C:20]([Cl:23])=[CH:19][CH:18]=2)[N:6]([C@@H:24]([CH2:28][CH3:29])[C:25](=[O:27])[CH3:26])[C:5]1=[O:30])[CH:2]=[CH2:3].C[Si](C)(C)[C:34]([F:37])([F:36])[F:35].[F-].C([N+](CCCC)(CCCC)CCCC)CCC, predict the reaction product. The product is: [CH2:1]([C@@:4]1([CH3:31])[CH2:9][C@H:8]([C:10]2[CH:15]=[CH:14][CH:13]=[C:12]([Cl:16])[CH:11]=2)[C@@H:7]([C:17]2[CH:18]=[CH:19][C:20]([Cl:23])=[CH:21][CH:22]=2)[N:6]([C@@H:24]([CH2:28][CH3:29])[C:25]([OH:27])([CH3:26])[C:34]([F:37])([F:36])[F:35])[C:5]1=[O:30])[CH:2]=[CH2:3]. (3) Given the reactants O=P12OP3(OP(OP(O3)(O1)=O)(=O)O2)=O.[Cl:15][CH2:16][C:17]([NH:19][CH2:20][CH2:21][C:22]1[CH:27]=[CH:26][C:25]([CH2:28][CH3:29])=[CH:24][CH:23]=1)=O, predict the reaction product. The product is: [ClH:15].[Cl:15][CH2:16][C:17]1[C:27]2[C:22](=[CH:23][CH:24]=[C:25]([CH2:28][CH3:29])[CH:26]=2)[CH2:21][CH2:20][N:19]=1. (4) Given the reactants [Cl:1][C:2]1[CH:16]=[CH:15][C:5]([O:6][C:7]2[CH:14]=[CH:13][C:10]([CH:11]=O)=[CH:9][CH:8]=2)=[CH:4][CH:3]=1.[CH3:17][CH:18]([CH3:34])[C:19]([NH:21][C:22]1[CH:27]=[CH:26][CH:25]=[C:24]([CH:28]2[CH2:33][CH2:32][NH:31][CH2:30][CH2:29]2)[CH:23]=1)=[O:20].C(O[BH-](OC(=O)C)OC(=O)C)(=O)C.[Na+].CC(O)=O.C([O-])(O)=O.[Na+], predict the reaction product. The product is: [Cl:1][C:2]1[CH:16]=[CH:15][C:5]([O:6][C:7]2[CH:14]=[CH:13][C:10]([CH2:11][N:31]3[CH2:32][CH2:33][CH:28]([C:24]4[CH:23]=[C:22]([NH:21][C:19](=[O:20])[CH:18]([CH3:17])[CH3:34])[CH:27]=[CH:26][CH:25]=4)[CH2:29][CH2:30]3)=[CH:9][CH:8]=2)=[CH:4][CH:3]=1. (5) Given the reactants [CH3:1][C:2]1[CH:9]=[C:8]([CH3:10])[CH:7]=[CH:6][C:3]=1[CH:4]=O.C(O)(=O)[CH2:12][C:13]([OH:15])=[O:14], predict the reaction product. The product is: [CH3:1][C:2]1[CH:9]=[C:8]([CH3:10])[CH:7]=[CH:6][C:3]=1[CH:4]=[CH:12][C:13]([OH:15])=[O:14]. (6) Given the reactants [Br:1][C:2]1[CH:3]=[C:4]2[C:9](=[C:10]([CH3:12])[CH:11]=1)[N:8]=[C:7]([CH3:13])[C:6]([CH3:14])=[C:5]2[OH:15].[H-].[Na+].[CH2:18](Br)[C:19]1[CH:24]=[CH:23][CH:22]=[CH:21][CH:20]=1.O, predict the reaction product. The product is: [CH2:18]([O:15][C:5]1[C:4]2[C:9](=[C:10]([CH3:12])[CH:11]=[C:2]([Br:1])[CH:3]=2)[N:8]=[C:7]([CH3:13])[C:6]=1[CH3:14])[C:19]1[CH:24]=[CH:23][CH:22]=[CH:21][CH:20]=1. (7) Given the reactants C12OC1CCCC2.[F:8][C:9]1[CH:14]=[CH:13][C:12]([C:15]2[N:16]=[C:17]([S:27][CH:28]3[CH2:33][CH2:32][CH2:31][CH2:30][CH:29]3[OH:34])[NH:18][C:19]=2[C:20]2[CH:25]=[CH:24][NH:23][C:22](=[O:26])[CH:21]=2)=[CH:11][CH:10]=1, predict the reaction product. The product is: [F:8][C:9]1[CH:10]=[CH:11][C:12]2=[C:15]3[N:16]=[C:17]([S:27][CH:28]4[CH2:33][CH2:32][CH2:31][CH2:30][CH:29]4[OH:34])[NH:18][C:19]3=[C:20]3[C:21]([C:22](=[O:26])[NH:23][CH:24]=[CH:25]3)=[C:13]2[CH:14]=1.